This data is from Full USPTO retrosynthesis dataset with 1.9M reactions from patents (1976-2016). The task is: Predict the reactants needed to synthesize the given product. (1) Given the product [CH3:1][O:2][C:3]1[CH:4]=[CH:5][C:6]([CH2:7][N:8]2[CH2:13][CH2:12][CH:11]([NH:14][C:15]([C:17]3[CH:26]=[CH:25][C:20]([C:21]([OH:23])=[O:22])=[CH:19][N:18]=3)=[O:16])[CH2:10][CH2:9]2)=[CH:27][CH:28]=1, predict the reactants needed to synthesize it. The reactants are: [CH3:1][O:2][C:3]1[CH:28]=[CH:27][C:6]([CH2:7][N:8]2[CH2:13][CH2:12][CH:11]([NH:14][C:15]([C:17]3[CH:26]=[CH:25][C:20]([C:21]([O:23]C)=[O:22])=[CH:19][N:18]=3)=[O:16])[CH2:10][CH2:9]2)=[CH:5][CH:4]=1.O.[OH-].[Li+].Cl. (2) The reactants are: [F:1][C:2]1[C:3]([O:10]C)=[C:4]([OH:9])[CH:5]=[C:6]([F:8])[CH:7]=1.B(Br)(Br)Br. Given the product [F:1][C:2]1[CH:7]=[C:6]([F:8])[CH:5]=[C:4]([OH:9])[C:3]=1[OH:10], predict the reactants needed to synthesize it. (3) Given the product [CH3:29][N:28]1[CH:27]=[N:26][N:25]=[C:24]1[S:23][C:10]1[CH:9]=[CH:8][C:4]2[N:5]=[CH:6][N:7]=[C:2]([NH:22][C:14]3[S:15][C:16]4[C:21]([N:13]=3)=[CH:20][CH:19]=[CH:18][N:17]=4)[C:3]=2[N:11]=1, predict the reactants needed to synthesize it. The reactants are: Cl[C:2]1[C:3]2[N:11]=[C:10](Cl)[CH:9]=[CH:8][C:4]=2[N:5]=[CH:6][N:7]=1.[N:13]1[C:21]2[C:16](=[N:17][CH:18]=[CH:19][CH:20]=2)[S:15][C:14]=1[NH2:22].[SH:23][C:24]1[N:28]([CH3:29])[CH:27]=[N:26][N:25]=1. (4) Given the product [Cl:25][C:24]1[C:23]([Cl:26])=[C:22]([Cl:27])[N:21]=[C:20]([C:28]([OH:30])=[O:29])[CH:19]=1, predict the reactants needed to synthesize it. The reactants are: N1C=CC=CC=1C1C=CC=CN=1.CN(C=O)C.Cl[C:19]1[C:20]([C:28]([OH:30])=[O:29])=[N:21][C:22]([Cl:27])=[C:23]([Cl:26])[C:24]=1[Cl:25]. (5) Given the product [Br:15][CH2:16][C:17]([C:9]1[CH:10]=[CH:11][C:6]([NH:5][C:3](=[O:4])[C:2]([F:13])([F:14])[F:1])=[C:7]([CH3:12])[CH:8]=1)=[O:18], predict the reactants needed to synthesize it. The reactants are: [F:1][C:2]([F:14])([F:13])[C:3]([NH:5][C:6]1[CH:11]=[CH:10][CH:9]=[CH:8][C:7]=1[CH3:12])=[O:4].[Br:15][CH2:16][C:17](Br)=[O:18].[Al+3].[Cl-].[Cl-].[Cl-]. (6) Given the product [F:19][C:20]1[CH:25]=[CH:24][C:23]([N:13]2[C:14]3[C:9](=[C:8]([C:5]4[CH:4]=[CH:3][C:2]([F:1])=[CH:7][CH:6]=4)[CH:17]=[CH:16][N:15]=3)[CH:10]=[CH:11][C:12]2=[O:18])=[CH:22][CH:21]=1, predict the reactants needed to synthesize it. The reactants are: [F:1][C:2]1[CH:7]=[CH:6][C:5]([C:8]2[CH:17]=[CH:16][N:15]=[C:14]3[C:9]=2[CH:10]=[CH:11][C:12](=[O:18])[NH:13]3)=[CH:4][CH:3]=1.[F:19][C:20]1[CH:25]=[CH:24][C:23](B(O)O)=[CH:22][CH:21]=1.C(N(CC)CC)C.FOB(C1C=CC=CC=1)O. (7) Given the product [F:18][C:2]([F:1])([S:14]([O-:17])(=[O:16])=[O:15])[C:3]([F:13])([F:12])[CH2:4][CH2:5][O:6][C:7](=[O:11])[C:8]([CH3:10])=[CH2:9].[C:40]1([S+:33]([C:27]2[CH:28]=[CH:29][CH:30]=[CH:31][CH:32]=2)[C:34]2[CH:39]=[CH:38][CH:37]=[CH:36][CH:35]=2)[CH:41]=[CH:42][CH:43]=[CH:44][CH:45]=1, predict the reactants needed to synthesize it. The reactants are: [F:1][C:2]([F:18])([S:14]([O-:17])(=[O:16])=[O:15])[C:3]([F:13])([F:12])[CH2:4][CH2:5][O:6][C:7](=[O:11])[C:8]([CH3:10])=[CH2:9].C([NH+](CC)CC)C.[Br-].[C:27]1([S+:33]([C:40]2[CH:45]=[CH:44][CH:43]=[CH:42][CH:41]=2)[C:34]2[CH:39]=[CH:38][CH:37]=[CH:36][CH:35]=2)[CH:32]=[CH:31][CH:30]=[CH:29][CH:28]=1.